The task is: Predict the reactants needed to synthesize the given product.. This data is from Full USPTO retrosynthesis dataset with 1.9M reactions from patents (1976-2016). (1) Given the product [Br:14][C:2]1[CH:7]=[C:6]([CH3:8])[C:5]([N+:9]([O-:11])=[O:10])=[CH:4][N:3]=1, predict the reactants needed to synthesize it. The reactants are: O[C:2]1[CH:7]=[C:6]([CH3:8])[C:5]([N+:9]([O-:11])=[O:10])=[CH:4][N:3]=1.P(Br)(Br)([Br:14])=O. (2) Given the product [CH:30]1([NH:29][C:22]2[N:21]=[C:20]([NH:17][C:14]3[CH:15]=[CH:16][C:11]([O:10][CH2:9][CH:6]4[CH2:7][CH2:8][N:3]([CH2:1][CH3:2])[CH2:4][CH2:5]4)=[CH:12][C:13]=3[CH3:18])[N:28]=[C:27]3[C:23]=2[N:24]=[CH:25][NH:26]3)[CH2:31][CH2:32][CH2:33][CH2:34][CH2:35]1, predict the reactants needed to synthesize it. The reactants are: [CH2:1]([N:3]1[CH2:8][CH2:7][CH:6]([CH2:9][O:10][C:11]2[CH:16]=[CH:15][C:14]([NH2:17])=[C:13]([CH3:18])[CH:12]=2)[CH2:5][CH2:4]1)[CH3:2].Cl[C:20]1[N:28]=[C:27]2[C:23]([N:24]=[CH:25][NH:26]2)=[C:22]([NH:29][CH:30]2[CH2:35][CH2:34][CH2:33][CH2:32][CH2:31]2)[N:21]=1. (3) Given the product [Cl:1][C:2]1[S:6][C:5]2[C:7]3([O:13][CH2:14][C:15]([F:16])([F:17])[C:4]=2[CH:3]=1)[CH2:8][CH2:9][N:10]([CH2:24][C:23]1[C:19]([CH3:18])=[N:20][NH:21][CH:22]=1)[CH2:11][CH2:12]3, predict the reactants needed to synthesize it. The reactants are: [Cl:1][C:2]1[S:6][C:5]2[C:7]3([O:13][CH2:14][C:15]([F:17])([F:16])[C:4]=2[CH:3]=1)[CH2:12][CH2:11][NH:10][CH2:9][CH2:8]3.[CH3:18][C:19]1[C:23]([CH:24]=O)=[CH:22][NH:21][N:20]=1.C(O[BH-](OC(=O)C)OC(=O)C)(=O)C.[Na+]. (4) The reactants are: [F:1][C:2]1[CH:10]=[CH:9][CH:8]=[CH:7][C:3]=1[CH:4]=[N:5][OH:6].ClN1C(=O)CCC1=O.C([O-])(O)=O.[Na+].[F:24][C:25]1[CH:30]=[CH:29][CH:28]=[C:27]([F:31])[C:26]=1[CH2:32][O:33][CH2:34][C:35]([CH3:37])=[CH2:36]. Given the product [F:24][C:25]1[CH:30]=[CH:29][CH:28]=[C:27]([F:31])[C:26]=1[CH2:32][O:33][CH2:34][C:35]1([CH3:37])[O:6][N:5]=[C:4]([C:3]2[CH:7]=[CH:8][CH:9]=[CH:10][C:2]=2[F:1])[CH2:36]1, predict the reactants needed to synthesize it. (5) Given the product [CH2:10]([O:8][C:7](=[O:9])[CH2:6][CH2:5][CH2:4][CH2:3][CH2:2][NH2:1])[CH3:15], predict the reactants needed to synthesize it. The reactants are: [NH2:1][CH2:2][CH2:3][CH2:4][CH2:5][CH2:6][C:7]([OH:9])=[O:8].[C:10]1(C)C(S(O)(=O)=O)=CC=C[CH:15]=1. (6) The reactants are: CC(C)C[O:4][C:5]([C:7]1[C:12](=[O:13])[N:11]([CH2:14][C:15]2[CH:20]=[CH:19][C:18]([O:21][CH2:22][CH2:23][CH2:24][CH2:25][O:26][CH2:27][C@H:28]3[CH2:32][O:31]C(C)(C)[O:29]3)=[C:17]([F:35])[C:16]=2[F:36])[N:10]2[CH2:37][CH2:38][CH2:39][C@:9]2([CH3:40])[C:8]=1[OH:41])=O.[CH3:43][S:44][C:45]1[N:50]=[CH:49][C:48]([C:51]2[CH:57]=[C:56]([C:58]([F:61])([F:60])[F:59])[CH:55]=[CH:54][C:52]=2[NH2:53])=[CH:47][CH:46]=1.O. Given the product [OH:29][C@H:28]([CH2:32][OH:31])[CH2:27][O:26][CH2:25][CH2:24][CH2:23][CH2:22][O:21][C:18]1[CH:19]=[CH:20][C:15]([CH2:14][N:11]2[C:12](=[O:13])[C:7]([C:5]([NH:53][C:52]3[CH:54]=[CH:55][C:56]([C:58]([F:59])([F:60])[F:61])=[CH:57][C:51]=3[C:48]3[CH:49]=[N:50][C:45]([S:44][CH3:43])=[CH:46][CH:47]=3)=[O:4])=[C:8]([OH:41])[C@@:9]3([CH3:40])[CH2:39][CH2:38][CH2:37][N:10]23)=[C:16]([F:36])[C:17]=1[F:35], predict the reactants needed to synthesize it. (7) Given the product [C:19]([C:2]1[CH:3]=[CH:4][C:5]([C:6]([O:8][CH3:9])=[O:7])=[CH:10][C:11]=1[CH3:13])(=[O:21])[CH3:20], predict the reactants needed to synthesize it. The reactants are: Br[C:2]1[CH:11]=[CH:10][C:5]([C:6]([O:8][CH3:9])=[O:7])=[C:4](C)[CH:3]=1.[C:13](=O)([O-])[O-].[Na+].[Na+].[CH:19]([O:21]CCCC)=[CH2:20].